Dataset: Peptide-MHC class I binding affinity with 185,985 pairs from IEDB/IMGT. Task: Regression. Given a peptide amino acid sequence and an MHC pseudo amino acid sequence, predict their binding affinity value. This is MHC class I binding data. (1) The peptide sequence is FLKENGGL. The MHC is HLA-B18:01 with pseudo-sequence HLA-B18:01. The binding affinity (normalized) is 0. (2) The peptide sequence is RLAELIGPA. The MHC is HLA-B07:02 with pseudo-sequence HLA-B07:02. The binding affinity (normalized) is 0.304. (3) The peptide sequence is VLYDEFVTI. The MHC is HLA-A02:06 with pseudo-sequence HLA-A02:06. The binding affinity (normalized) is 1.00.